This data is from Catalyst prediction with 721,799 reactions and 888 catalyst types from USPTO. The task is: Predict which catalyst facilitates the given reaction. (1) Reactant: Cl[C:2]1[C:3]2[N:10]([CH3:11])[CH:9]=[CH:8][C:4]=2[N:5]=[CH:6][N:7]=1.[CH3:12][C:13]1[CH:14]=[C:15]([CH:17]=[CH:18][C:19]=1[O:20][C:21]1[CH:22]=[N:23][C:24]([CH3:27])=[CH:25][CH:26]=1)[NH2:16]. Product: [CH3:11][N:10]1[C:3]2[C:2]([NH:16][C:15]3[CH:17]=[CH:18][C:19]([O:20][C:21]4[CH:22]=[N:23][C:24]([CH3:27])=[CH:25][CH:26]=4)=[C:13]([CH3:12])[CH:14]=3)=[N:7][CH:6]=[N:5][C:4]=2[CH:8]=[CH:9]1. The catalyst class is: 60. (2) Reactant: C(OC([C:11]1[C:19]2[C:14](=[CH:15][CH:16]=[C:17](CCOS(C)(=O)=O)[CH:18]=2)[NH:13][C:12]=1C)=O)C1C=CC=CC=1.[NH:28]1CCC[C@@H]1CO. Product: [NH:13]1[C:14]2[C:19](=[CH:18][CH:17]=[CH:16][CH:15]=2)[CH:11]=[C:12]1[NH2:28]. The catalyst class is: 12. (3) Product: [Cl:1][C:2]1[N:7]=[C:6]([NH:19][C:16]2[CH:15]=[C:14]([CH3:13])[NH:18][N:17]=2)[C:5]([C:9]([F:12])([F:11])[F:10])=[CH:4][N:3]=1. Reactant: [Cl:1][C:2]1[N:7]=[C:6](Cl)[C:5]([C:9]([F:12])([F:11])[F:10])=[CH:4][N:3]=1.[CH3:13][C:14]1[NH:18][N:17]=[C:16]([NH2:19])[CH:15]=1.CCN(CC)CC. The catalyst class is: 23. (4) Reactant: [CH3:1][C:2]([C:35]([OH:37])=[O:36])([C:4]1[CH:5]=[CH:6][C:7]([CH:10]([OH:34])[CH2:11][CH2:12][CH2:13][N:14]2[CH2:19][CH2:18][CH:17]([C:20]([OH:33])([C:27]3[CH:28]=[CH:29][CH:30]=[CH:31][CH:32]=3)[C:21]3[CH:22]=[CH:23][CH:24]=[CH:25][CH:26]=3)[CH2:16][CH2:15]2)=[CH:8][CH:9]=1)[CH3:3].Cl.C(N(CC)CC)C. Product: [CH3:3][C:2]([C:35]([OH:37])=[O:36])([C:4]1[CH:9]=[CH:8][C:7]([CH:10]([OH:34])[CH2:11][CH2:12][CH2:13][N:14]2[CH2:15][CH2:16][CH:17]([C:20]([OH:33])([C:21]3[CH:26]=[CH:25][CH:24]=[CH:23][CH:22]=3)[C:27]3[CH:28]=[CH:29][CH:30]=[CH:31][CH:32]=3)[CH2:18][CH2:19]2)=[CH:6][CH:5]=1)[CH3:1]. The catalyst class is: 5. (5) Reactant: Cl[C:2](Cl)([O:4]C(=O)OC(Cl)(Cl)Cl)Cl.[Cl:13][C:14]1[N:19]=[C:18]([S:20][CH2:21][C:22]2[CH:27]=[CH:26][CH:25]=[CH:24][CH:23]=2)[N:17]=[C:16]([NH2:28])[C:15]=1[NH2:29].C(N(CC)CC)C. Product: [Cl:13][C:14]1[N:19]=[C:18]([S:20][CH2:21][C:22]2[CH:27]=[CH:26][CH:25]=[CH:24][CH:23]=2)[N:17]=[C:16]2[C:15]=1[NH:29][C:2](=[O:4])[NH:28]2. The catalyst class is: 2. (6) Reactant: [O:1]=[C:2]1[C:7]2[CH:8]=[CH:9][CH:10]=[CH:11][C:6]=2[S:5][C:4]([C:12]2[CH:17]=[C:16]([CH2:18][CH2:19][NH:20]C(=O)OC(C)(C)C)[CH:15]=[CH:14][N:13]=2)=[N:3]1.[ClH:28]. Product: [ClH:28].[NH2:20][CH2:19][CH2:18][C:16]1[CH:15]=[CH:14][N:13]=[C:12]([C:4]2[S:5][C:6]3[CH:11]=[CH:10][CH:9]=[CH:8][C:7]=3[C:2](=[O:1])[N:3]=2)[CH:17]=1. The catalyst class is: 13. (7) Reactant: [Br:1][C:2]1[CH:8]=[C:7]([CH2:9][CH3:10])[C:5](N)=[C:4]([CH2:11][CH3:12])[CH:3]=1.[I:13]I.C(ON=O)(C)(C)C.[O-]S([O-])=O.[Na+].[Na+]. Product: [Br:1][C:2]1[CH:8]=[C:7]([CH2:9][CH3:10])[C:5]([I:13])=[C:4]([CH2:11][CH3:12])[CH:3]=1. The catalyst class is: 10.